Dataset: Forward reaction prediction with 1.9M reactions from USPTO patents (1976-2016). Task: Predict the product of the given reaction. (1) The product is: [Si:22]([O:6][C@H:7]([CH2:14][I:15])[CH2:8][C:9]([O:11][CH2:12][CH3:13])=[O:10])([C:18]([CH3:21])([CH3:20])[CH3:19])([CH3:24])[CH3:23]. Given the reactants N1C=CN=C1.[OH:6][C@H:7]([CH2:14][I:15])[CH2:8][C:9]([O:11][CH2:12][CH3:13])=[O:10].[Na+].[I-].[C:18]([Si:22](Cl)([CH3:24])[CH3:23])([CH3:21])([CH3:20])[CH3:19].[O-]S([O-])(=S)=O.[Na+].[Na+], predict the reaction product. (2) Given the reactants [CH3:1][O:2][CH:3]([O:27][CH3:28])[CH2:4][N:5]1[C:13]2[C:8](=[CH:9][C:10](B3OC(C)(C)C(C)(C)O3)=[CH:11][C:12]=2[C:14]([O:16][CH3:17])=[O:15])[CH:7]=[N:6]1.[OH:29]O, predict the reaction product. The product is: [CH3:1][O:2][CH:3]([O:27][CH3:28])[CH2:4][N:5]1[C:13]2[C:8](=[CH:9][C:10]([OH:29])=[CH:11][C:12]=2[C:14]([O:16][CH3:17])=[O:15])[CH:7]=[N:6]1. (3) Given the reactants Br[C:2]1[S:6][C:5]([C:7]#[N:8])=[CH:4][CH:3]=1.[CH3:9][O:10][C:11]1[CH:16]=[CH:15][CH:14]=[CH:13][C:12]=1B(O)O.C(=O)([O-])[O-].[Na+].[Na+].ClCCl, predict the reaction product. The product is: [C:7]([C:5]1[S:6][C:2]([C:12]2[CH:13]=[CH:14][CH:15]=[CH:16][C:11]=2[O:10][CH3:9])=[CH:3][CH:4]=1)#[N:8]. (4) The product is: [CH:1]1([C@H:4]([C:6]2[CH:11]=[CH:10][CH:9]=[C:8]([CH:12]([CH3:14])[CH3:13])[C:7]=2[O:15][CH3:16])[CH3:5])[CH2:3][CH2:2]1. Given the reactants [CH:1]1([C@H:4]([C:6]2[CH:11]=[CH:10][CH:9]=[C:8]([CH:12]([CH3:14])[CH3:13])[C:7]=2[OH:15])[CH3:5])[CH2:3][CH2:2]1.[C:16](=O)([O-])[O-].[K+].[K+].S(OC)(OC)(=O)=O, predict the reaction product. (5) The product is: [CH3:18][O:21][C:22]1[C:27]([CH3:28])=[C:26]([CH3:29])[CH:25]=[C:24]([CH3:30])[C:23]=1[C:31](=[O:1])[CH3:32]. Given the reactants [OH:1]C1C=CC=CN=1.CC(C)([O-])C.[K+].ClC1N=N[C:18]([O:21][C:22]2[C:27]([CH3:28])=[C:26]([CH3:29])[CH:25]=[C:24]([CH3:30])[C:23]=2[CH:31](SCC)[CH3:32])=C(OC)C=1, predict the reaction product. (6) Given the reactants [CH3:1][O:2][C:3]([C:5]1[CH:10]=[CH:9][C:8](B(O)O)=[CH:7][CH:6]=1)=[O:4].Br[C:15]1[C:28]2[C:29]3=[C:30]4[C:25](=[CH:26][CH:27]=2)[C:24](Br)=[CH:23][C:22](Br)=[C:21]4[CH:20]=[CH:19][C:18]3=[C:17](Br)[CH:16]=1.[K], predict the reaction product. The product is: [CH3:1][O:2][C:3]([C:5]1[CH:10]=[CH:9][C:8]([C:15]2[C:28]3[C:29]4=[C:30]5[C:25](=[CH:26][CH:27]=3)[C:24]([C:8]3[CH:9]=[CH:10][C:5]([C:3]([O:2][CH3:1])=[O:4])=[CH:6][CH:7]=3)=[CH:23][C:22]([C:8]3[CH:9]=[CH:10][C:5]([C:3]([O:2][CH3:1])=[O:4])=[CH:6][CH:7]=3)=[C:21]5[CH:20]=[CH:19][C:18]4=[C:17]([C:8]3[CH:9]=[CH:10][C:5]([C:3]([O:2][CH3:1])=[O:4])=[CH:6][CH:7]=3)[CH:16]=2)=[CH:7][CH:6]=1)=[O:4].